Dataset: Forward reaction prediction with 1.9M reactions from USPTO patents (1976-2016). Task: Predict the product of the given reaction. (1) Given the reactants [CH3:1][C:2]1[CH:3]=[CH:4][C:5]([C:8]2[N:12]([C:13]3[CH:14]=[CH:15][C:16]([S:19]([NH2:22])(=[O:21])=[O:20])=[CH:17][CH:18]=3)[N:11]=[C:10]([C:23]([F:26])([F:25])[F:24])[CH:9]=2)=[CH:6][CH:7]=1.[C:35](O[C:35]([O:37][C:38]([CH3:41])([CH3:40])[CH3:39])=[O:36])([O:37][C:38]([CH3:41])([CH3:40])[CH3:39])=[O:36].C(N(CC)CC)C.Br[CH2:50][C:51]([O:53][CH3:54])=[O:52].C([O-])([O-])=O.[K+].[K+].C([O-])(O)=O.[Na+], predict the reaction product. The product is: [C:38]([O:37][C:35]([N:22]([S:19]([C:16]1[CH:15]=[CH:14][C:13]([N:12]2[C:8]([C:5]3[CH:6]=[CH:7][C:2]([CH3:1])=[CH:3][CH:4]=3)=[CH:9][C:10]([C:23]([F:24])([F:26])[F:25])=[N:11]2)=[CH:18][CH:17]=1)(=[O:21])=[O:20])[CH2:50][C:51]([O:53][CH3:54])=[O:52])=[O:36])([CH3:39])([CH3:40])[CH3:41]. (2) Given the reactants [Cl:1][C:2]1[CH:7]=[CH:6][C:5]([CH:8]2[C:15]3[C:14]([CH3:16])=[N:13][N:12]([CH:17]4[CH2:19][CH2:18]4)[C:11]=3[C:10](=[O:20])[NH:9]2)=[CH:4][CH:3]=1.I[C:22]1[CH:23]=[C:24]([CH3:30])[C:25](=[O:29])[N:26]([CH3:28])[CH:27]=1.P([O-])([O-])([O-])=O.[K+].[K+].[K+], predict the reaction product. The product is: [Cl:1][C:2]1[CH:7]=[CH:6][C:5]([CH:8]2[C:15]3[C:14]([CH3:16])=[N:13][N:12]([CH:17]4[CH2:19][CH2:18]4)[C:11]=3[C:10](=[O:20])[N:9]2[C:22]2[CH:23]=[C:24]([CH3:30])[C:25](=[O:29])[N:26]([CH3:28])[CH:27]=2)=[CH:4][CH:3]=1. (3) The product is: [Cl-:40].[Cl:40][C:41]1[CH:42]=[C:43]([NH:65][C:66]([NH:68][C:69](=[O:77])[CH2:70][C:71]2[CH:76]=[CH:75][CH:74]=[CH:73][CH:72]=2)=[S:67])[CH:44]=[C:45]([Cl:64])[C:46]=1[O:47][C:48]1[CH:53]=[CH:52][NH+:51]=[C:50]2[CH:54]=[C:55]([C:57]([N:59]3[CH2:60][CH2:61][CH2:62][CH2:63]3)=[O:58])[S:56][C:49]=12. Given the reactants Cl.FC1C=C(NC(NC(=O)CC2C=CC=CC=2)=S)C=CC=1OC1C=CN=C2C=C(C(N3CCCCC3)=O)SC=12.[Cl:40][C:41]1[CH:42]=[C:43]([NH:65][C:66]([NH:68][C:69](=[O:77])[CH2:70][C:71]2[CH:76]=[CH:75][CH:74]=[CH:73][CH:72]=2)=[S:67])[CH:44]=[C:45]([Cl:64])[C:46]=1[O:47][C:48]1[CH:53]=[CH:52][N:51]=[C:50]2[CH:54]=[C:55]([C:57]([N:59]3[CH2:63][CH2:62][CH2:61][CH2:60]3)=[O:58])[S:56][C:49]=12, predict the reaction product. (4) Given the reactants [F:1][C:2]([F:12])([F:11])[C:3]1[CH:4]=[C:5]([CH2:9][NH2:10])[CH:6]=[CH:7][CH:8]=1.[C:13]1(=[O:19])[O:18][C:16](=[O:17])[CH2:15][CH2:14]1.CC(=O)OCC.CO, predict the reaction product. The product is: [O:19]=[C:13]([NH:10][CH2:9][C:5]1[CH:6]=[CH:7][CH:8]=[C:3]([C:2]([F:11])([F:12])[F:1])[CH:4]=1)[CH2:14][CH2:15][C:16]([OH:18])=[O:17]. (5) Given the reactants [F:1][C:2]1[CH:7]=[CH:6][CH:5]=[CH:4][C:3]=1[C:8]1[CH:12]=[N:11][N:10]([CH3:13])[C:9]=1[NH2:14].Cl[C:16](Cl)([O:18]C(=O)OC(Cl)(Cl)Cl)Cl.C(N(CC)CC)C.[Cl:34][C:35]1[CH:40]=[CH:39][CH:38]=[CH:37][C:36]=1[CH:41]([OH:43])[CH3:42], predict the reaction product. The product is: [Cl:34][C:35]1[CH:40]=[CH:39][CH:38]=[CH:37][C:36]=1[CH:41]([O:43][C:16](=[O:18])[NH:14][C:9]1[N:10]([CH3:13])[N:11]=[CH:12][C:8]=1[C:3]1[CH:4]=[CH:5][CH:6]=[CH:7][C:2]=1[F:1])[CH3:42]. (6) Given the reactants Br[C:2]1[N:27](S(C2C=CC=CC=2)(=O)=O)[C:5]2[N:6]=[CH:7][C:8]3[CH2:13][N:12]([C:14]4[CH:19]=[C:18]([O:20][CH3:21])[CH:17]=[C:16]([O:22][CH3:23])[C:15]=4[Cl:24])[C:11](=[O:25])[N:10]([CH3:26])[C:9]=3[C:4]=2[CH:3]=1.[CH3:37][N:38]1[CH:42]=[C:41](B2OC(C)(C)C(C)(C)O2)[CH:40]=[N:39]1.ClCCl.C(=O)([O-])[O-].[K+].[K+].O1CCOCC1.O.CC(C)([O-])C.[K+], predict the reaction product. The product is: [Cl:24][C:15]1[C:16]([O:22][CH3:23])=[CH:17][C:18]([O:20][CH3:21])=[CH:19][C:14]=1[N:12]1[CH2:13][C:8]2[CH:7]=[N:6][C:5]3[NH:27][C:2]([C:41]4[CH:40]=[N:39][N:38]([CH3:37])[CH:42]=4)=[CH:3][C:4]=3[C:9]=2[N:10]([CH3:26])[C:11]1=[O:25]. (7) Given the reactants [Li+].CC([N-]C(C)C)C.[CH3:9][O:10][C:11](=[O:16])/[CH:12]=[CH:13]/[O:14][CH3:15].[CH3:17][CH:18]([CH3:22])[CH2:19]C=O.Cl, predict the reaction product. The product is: [CH2:17]([CH:9]1[O:10][C:11](=[O:16])[CH:12]=[C:13]1[O:14][CH3:15])[CH:18]([CH3:22])[CH3:19]. (8) Given the reactants [Cl-].[Al+3].[Cl-].[Cl-].[N-:5]=[N+:6]=[N-:7].[Na+].[F:9][C:10]([F:22])([F:21])[C:11]1[C:12]([CH3:20])=[C:13]([CH:17]=[CH:18][CH:19]=1)C(Cl)=O.[N:23]([O-])=O.[Na+].Cl.[O:28]1[CH2:32]CCC1, predict the reaction product. The product is: [CH3:20][C:12]1[C:11]([C:10]([F:9])([F:21])[F:22])=[CH:19][CH:18]=[CH:17][C:13]=1[N:5]1[C:32](=[O:28])[NH:23][N:7]=[N:6]1. (9) Given the reactants [F:1][C:2]1[CH:7]=[CH:6][C:5]([N+:8]([O-])=O)=[CH:4][C:3]=1[CH2:11][S:12]([CH3:15])(=[O:14])=[O:13].[OH-].[Na+], predict the reaction product. The product is: [F:1][C:2]1[CH:7]=[CH:6][C:5]([NH2:8])=[CH:4][C:3]=1[CH2:11][S:12]([CH3:15])(=[O:14])=[O:13].